This data is from Forward reaction prediction with 1.9M reactions from USPTO patents (1976-2016). The task is: Predict the product of the given reaction. (1) Given the reactants Br[C:2]1[S:3][C:4]2[N:5]=[C:6]([N:11]3[CH2:16][CH2:15][CH:14]([O:17][C:18]4[CH:23]=[C:22]([F:24])[CH:21]=[CH:20][C:19]=4[Br:25])[CH2:13][CH2:12]3)[N:7]=[CH:8][C:9]=2[N:10]=1.CCN(CC)CC.[CH2:33]([O:35][C:36](=[O:39])[CH2:37][SH:38])[CH3:34], predict the reaction product. The product is: [Br:25][C:19]1[CH:20]=[CH:21][C:22]([F:24])=[CH:23][C:18]=1[O:17][CH:14]1[CH2:15][CH2:16][N:11]([C:6]2[N:7]=[CH:8][C:9]3[N:10]=[C:2]([S:38][CH2:37][C:36]([O:35][CH2:33][CH3:34])=[O:39])[S:3][C:4]=3[N:5]=2)[CH2:12][CH2:13]1. (2) Given the reactants C(O[C:6]([C:8]1[N:13]=[C:12](Br)[C:11]2[CH:15]=[C:16]([S:18][C:19]3[CH:24]=[CH:23][CH:22]=[CH:21][CH:20]=3)[S:17][C:10]=2[C:9]=1[OH:25])=[O:7])CCC.C([O:30][C:31]([C:33]1C(O)=C2C=C(SC3C=CC=CC=3)SC2=C(Br)[N:38]=1)=[O:32])CCC, predict the reaction product. The product is: [OH:25][C:9]1[C:10]2[S:17][C:16]([S:18][C:19]3[CH:20]=[CH:21][CH:22]=[CH:23][CH:24]=3)=[CH:15][C:11]=2[CH:12]=[N:13][C:8]=1[C:6]([NH:38][CH2:33][C:31]([OH:32])=[O:30])=[O:7].